Dataset: Human liver microsome stability data. Task: Regression/Classification. Given a drug SMILES string, predict its absorption, distribution, metabolism, or excretion properties. Task type varies by dataset: regression for continuous measurements (e.g., permeability, clearance, half-life) or binary classification for categorical outcomes (e.g., BBB penetration, CYP inhibition). Dataset: hlm. The compound is Oc1nc2cc(Cl)c(Cl)cc2n1C1CCN(Cc2ccc(Br)cc2)CC1. The result is 0 (unstable in human liver microsomes).